Dataset: Catalyst prediction with 721,799 reactions and 888 catalyst types from USPTO. Task: Predict which catalyst facilitates the given reaction. (1) Product: [Br:1][C:2]1[CH:11]=[CH:10][C:5]2[N:6]=[C:7]([NH:15][CH:13]([CH3:14])[CH3:12])[S:8][C:4]=2[CH:3]=1. Reactant: [Br:1][C:2]1[CH:11]=[CH:10][C:5]2[N:6]=[C:7](Cl)[S:8][C:4]=2[CH:3]=1.[CH3:12][CH:13]([NH2:15])[CH3:14].C(N(CC)CC)C. The catalyst class is: 3. (2) Reactant: [CH3:1][C:2](=[O:7])[CH2:3][C:4](=[O:6])[CH3:5].[Cl:8][C:9]1[CH:10]=[C:11]([CH:14]=[CH:15][CH:16]=1)[CH2:12]Br.[Na+].[Cl-].Cl. Product: [Cl:8][C:9]1[CH:10]=[C:11]([CH:14]=[CH:15][CH:16]=1)[CH2:12][CH:3]([C:2](=[O:7])[CH3:1])[C:4](=[O:6])[CH3:5]. The catalyst class is: 575.